Task: Predict the product of the given reaction.. Dataset: Forward reaction prediction with 1.9M reactions from USPTO patents (1976-2016) (1) Given the reactants Cl[C:2]1[C:3]2[CH:10]=[C:9]([CH3:11])[NH:8][C:4]=2[N:5]=[CH:6][N:7]=1.[CH3:12][O:13][C:14]1[CH:22]=[C:21]2[C:17]([CH:18]=[N:19][NH:20]2)=[CH:16][C:15]=1[NH2:23], predict the reaction product. The product is: [CH3:12][O:13][C:14]1[CH:22]=[C:21]2[C:17]([CH:18]=[N:19][NH:20]2)=[CH:16][C:15]=1[NH:23][C:2]1[C:3]2[CH:10]=[C:9]([CH3:11])[NH:8][C:4]=2[N:5]=[CH:6][N:7]=1. (2) Given the reactants [CH3:1][O:2][C:3]([C:5]1[CH:10]=[CH:9][C:8](=[O:11])[N:7]([CH2:12][C:13]2[CH:18]=[CH:17][CH:16]=[CH:15][CH:14]=2)[C:6]=1[CH3:19])=[O:4].[Br:20]N1C(=O)CCC1=O.C(OOC(=O)C1C=CC=CC=1)(=O)C1C=CC=CC=1, predict the reaction product. The product is: [CH3:1][O:2][C:3]([C:5]1[CH:10]=[CH:9][C:8](=[O:11])[N:7]([CH2:12][C:13]2[CH:14]=[CH:15][CH:16]=[CH:17][CH:18]=2)[C:6]=1[CH2:19][Br:20])=[O:4]. (3) The product is: [Cl:24][C:21]1[CH:20]=[CH:19][C:18]([C:12]2[C:11]3[CH2:10][CH2:9][NH:8][CH2:17][CH2:16][C:15]=3[N:14]([CH:26]3[CH2:31][CH2:30][CH2:29][CH2:28][CH2:27]3)[N:13]=2)=[CH:23][CH:22]=1. Given the reactants C(OC([N:8]1[CH2:17][CH2:16][C:15]2[NH:14][N:13]=[C:12]([C:18]3[CH:23]=[CH:22][C:21]([Cl:24])=[CH:20][CH:19]=3)[C:11]=2[CH2:10][CH2:9]1)=O)(C)(C)C.Br[CH:26]1[CH2:31][CH2:30][CH2:29][CH2:28][CH2:27]1, predict the reaction product. (4) The product is: [Cl:32][C:27]1[N:26]=[CH:25][N:24]=[C:23]([C:9]2[O:8][C@H:7]([CH2:33][OH:34])[C@@H:6]([O:5][Si:4]([CH:1]([CH3:3])[CH3:2])([CH:45]([CH3:46])[CH3:47])[CH:48]([CH3:49])[CH3:50])[C@H:11]([O:12][Si:13]([CH:14]([CH3:16])[CH3:15])([CH:17]([CH3:19])[CH3:18])[CH:20]([CH3:22])[CH3:21])[CH:10]=2)[C:28]=1[N+:29]([O-:31])=[O:30]. Given the reactants [CH:1]([Si:4]([CH:48]([CH3:50])[CH3:49])([CH:45]([CH3:47])[CH3:46])[O:5][C@H:6]1[C@H:11]([O:12][Si:13]([CH:20]([CH3:22])[CH3:21])([CH:17]([CH3:19])[CH3:18])[CH:14]([CH3:16])[CH3:15])[CH:10]=[C:9]([C:23]2[C:28]([N+:29]([O-:31])=[O:30])=[C:27]([Cl:32])[N:26]=[CH:25][N:24]=2)[O:8][C@@H:7]1[CH2:33][O:34][Si](C(C)C)(C(C)C)C(C)C)([CH3:3])[CH3:2].Cl.C(=O)(O)[O-].[Na+], predict the reaction product. (5) Given the reactants C(OC(=O)C)(=O)C.[CH:8]([OH:10])=O.[Br:11][C:12]1[CH:13]=[C:14]([N+:21]([O-:23])=[O:22])[C:15]([NH2:20])=[N:16][C:17]=1[O:18][CH3:19], predict the reaction product. The product is: [Br:11][C:12]1[CH:13]=[C:14]([N+:21]([O-:23])=[O:22])[C:15]([NH:20][CH:8]=[O:10])=[N:16][C:17]=1[O:18][CH3:19]. (6) Given the reactants [Cl:1][C:2]1[N:11]=[C:10](Cl)[C:9]2[C:4](=[CH:5][CH:6]=[C:7]([F:13])[CH:8]=2)[N:3]=1.ClCCl.O.N, predict the reaction product. The product is: [Cl:1][C:2]1[N:11]=[CH:10][C:9]2[C:4](=[CH:5][CH:6]=[C:7]([F:13])[CH:8]=2)[N:3]=1. (7) The product is: [Cl:1][C:2]1[CH:3]=[CH:4][C:5]2[N:20]3[CH:24]=[CH:23][N:22]=[C:21]3[C@@H:25]([CH2:26][CH:27]3[O:31][CH2:30][CH2:29][O:28]3)[O:32][C@H:8]([C:10]3[CH:15]=[CH:14][CH:13]=[C:12]([O:16][CH3:17])[C:11]=3[O:18][CH3:19])[C:6]=2[CH:7]=1. Given the reactants [Cl:1][C:2]1[CH:3]=[CH:4][C:5]([N:20]2[CH:24]=[CH:23][N:22]=[C:21]2[CH:25]([OH:32])[CH2:26][CH:27]2[O:31][CH2:30][CH2:29][O:28]2)=[C:6]([C:8]([C:10]2[CH:15]=[CH:14][CH:13]=[C:12]([O:16][CH3:17])[C:11]=2[O:18][CH3:19])=O)[CH:7]=1.[BH4-].[Na+].[Cl-].[NH4+].[Cl-].CS([O-])(=O)=O.[OH-].[Na+], predict the reaction product.